This data is from Catalyst prediction with 721,799 reactions and 888 catalyst types from USPTO. The task is: Predict which catalyst facilitates the given reaction. Reactant: [C:1](Cl)(=[O:6])[C:2]([CH3:5])([CH3:4])[CH3:3].[Br:8][C:9]([F:13])([F:12])[CH2:10][OH:11].C(N(CC)CC)C. Product: [C:1]([O:11][CH2:10][C:9]([Br:8])([F:13])[F:12])(=[O:6])[C:2]([CH3:5])([CH3:4])[CH3:3]. The catalyst class is: 7.